From a dataset of Full USPTO retrosynthesis dataset with 1.9M reactions from patents (1976-2016). Predict the reactants needed to synthesize the given product. (1) Given the product [CH3:7][N:5]1[CH:6]=[C:2]([C:16]([CH:18]2[CH2:23][CH2:22][N:21]([C:24]([O:26][C:27]([CH3:30])([CH3:29])[CH3:28])=[O:25])[CH2:20][CH2:19]2)=[O:17])[CH:3]=[N:4]1, predict the reactants needed to synthesize it. The reactants are: I[C:2]1[CH:3]=[N:4][N:5]([CH3:7])[CH:6]=1.C([Li])CCC.CON(C)[C:16]([CH:18]1[CH2:23][CH2:22][N:21]([C:24]([O:26][C:27]([CH3:30])([CH3:29])[CH3:28])=[O:25])[CH2:20][CH2:19]1)=[O:17]. (2) Given the product [Cl:10][C:11]1[CH:19]=[CH:18][C:14]([C:15]([NH:17][CH:4]([OH:9])[C:5]([F:6])([F:7])[F:8])=[O:16])=[CH:13][CH:12]=1, predict the reactants needed to synthesize it. The reactants are: C(O[CH:4]([OH:9])[C:5]([F:8])([F:7])[F:6])C.[Cl:10][C:11]1[CH:19]=[CH:18][C:14]([C:15]([NH2:17])=[O:16])=[CH:13][CH:12]=1. (3) The reactants are: O1CCCCC1[N:7]1[C:15]2[C:10](=[CH:11][C:12]([C:16]3[N:20]=[CH:19][N:18](C(C4C=CC=CC=4)(C4C=CC=CC=4)C4C=CC=CC=4)[N:17]=3)=[CH:13][CH:14]=2)[C:9]([C:40]2[CH:41]=[C:42]([CH:47]=[CH:48][CH:49]=2)[C:43](OC)=[O:44])=[N:8]1.O.[OH-].[Li+].[C:53]([NH2:57])([CH3:56])([CH3:55])[CH3:54].O.ON1C2C=CC=CC=2N=N1.Cl.CN(C)CCCN=C=NCC. Given the product [NH:17]1[C:16]([C:12]2[CH:11]=[C:10]3[C:15](=[CH:14][CH:13]=2)[NH:7][N:8]=[C:9]3[C:40]2[CH:41]=[C:42]([C:43]([NH:57][C:53]([CH3:56])([CH3:55])[CH3:54])=[O:44])[CH:47]=[CH:48][CH:49]=2)=[N:20][CH:19]=[N:18]1, predict the reactants needed to synthesize it.